Task: Regression. Given two drug SMILES strings and cell line genomic features, predict the synergy score measuring deviation from expected non-interaction effect.. Dataset: NCI-60 drug combinations with 297,098 pairs across 59 cell lines (1) Drug 1: C1=NC2=C(N=C(N=C2N1C3C(C(C(O3)CO)O)F)Cl)N. Drug 2: COC1=C2C(=CC3=C1OC=C3)C=CC(=O)O2. Cell line: OVCAR3. Synergy scores: CSS=-14.9, Synergy_ZIP=13.4, Synergy_Bliss=6.67, Synergy_Loewe=-11.1, Synergy_HSA=-6.03. (2) Drug 1: C1=NC2=C(N=C(N=C2N1C3C(C(C(O3)CO)O)F)Cl)N. Drug 2: CCN(CC)CCCC(C)NC1=C2C=C(C=CC2=NC3=C1C=CC(=C3)Cl)OC. Cell line: U251. Synergy scores: CSS=26.6, Synergy_ZIP=-5.77, Synergy_Bliss=-1.40, Synergy_Loewe=0.544, Synergy_HSA=-2.90. (3) Drug 1: C1=NC2=C(N1)C(=S)N=CN2. Drug 2: CCCCCOC(=O)NC1=NC(=O)N(C=C1F)C2C(C(C(O2)C)O)O. Cell line: EKVX. Synergy scores: CSS=-0.994, Synergy_ZIP=-1.73, Synergy_Bliss=-2.45, Synergy_Loewe=-3.91, Synergy_HSA=-2.00. (4) Drug 1: CS(=O)(=O)CCNCC1=CC=C(O1)C2=CC3=C(C=C2)N=CN=C3NC4=CC(=C(C=C4)OCC5=CC(=CC=C5)F)Cl. Drug 2: CN(C(=O)NC(C=O)C(C(C(CO)O)O)O)N=O. Cell line: TK-10. Synergy scores: CSS=24.9, Synergy_ZIP=-5.99, Synergy_Bliss=4.36, Synergy_Loewe=-14.7, Synergy_HSA=2.25. (5) Drug 1: CCCCCOC(=O)NC1=NC(=O)N(C=C1F)C2C(C(C(O2)C)O)O. Drug 2: C(CN)CNCCSP(=O)(O)O. Cell line: SNB-19. Synergy scores: CSS=-3.13, Synergy_ZIP=1.34, Synergy_Bliss=-0.0772, Synergy_Loewe=-4.65, Synergy_HSA=-5.11.